This data is from NCI-60 drug combinations with 297,098 pairs across 59 cell lines. The task is: Regression. Given two drug SMILES strings and cell line genomic features, predict the synergy score measuring deviation from expected non-interaction effect. Drug 1: C1=NC2=C(N=C(N=C2N1C3C(C(C(O3)CO)O)F)Cl)N. Drug 2: CCN(CC)CCCC(C)NC1=C2C=C(C=CC2=NC3=C1C=CC(=C3)Cl)OC. Cell line: ACHN. Synergy scores: CSS=7.63, Synergy_ZIP=-0.812, Synergy_Bliss=-0.300, Synergy_Loewe=-2.19, Synergy_HSA=-0.758.